Dataset: NCI-60 drug combinations with 297,098 pairs across 59 cell lines. Task: Regression. Given two drug SMILES strings and cell line genomic features, predict the synergy score measuring deviation from expected non-interaction effect. (1) Drug 1: C1C(C(OC1N2C=NC3=C(N=C(N=C32)Cl)N)CO)O. Drug 2: C1CN1C2=NC(=NC(=N2)N3CC3)N4CC4. Cell line: SR. Synergy scores: CSS=68.4, Synergy_ZIP=-1.27, Synergy_Bliss=-1.12, Synergy_Loewe=-6.29, Synergy_HSA=0.119. (2) Drug 1: CCC1=CC2CC(C3=C(CN(C2)C1)C4=CC=CC=C4N3)(C5=C(C=C6C(=C5)C78CCN9C7C(C=CC9)(C(C(C8N6C)(C(=O)OC)O)OC(=O)C)CC)OC)C(=O)OC.C(C(C(=O)O)O)(C(=O)O)O. Drug 2: CN(CC1=CN=C2C(=N1)C(=NC(=N2)N)N)C3=CC=C(C=C3)C(=O)NC(CCC(=O)O)C(=O)O. Cell line: HS 578T. Synergy scores: CSS=43.0, Synergy_ZIP=-0.249, Synergy_Bliss=0.785, Synergy_Loewe=-4.68, Synergy_HSA=0.886. (3) Drug 1: CCC1(CC2CC(C3=C(CCN(C2)C1)C4=CC=CC=C4N3)(C5=C(C=C6C(=C5)C78CCN9C7C(C=CC9)(C(C(C8N6C)(C(=O)OC)O)OC(=O)C)CC)OC)C(=O)OC)O.OS(=O)(=O)O. Drug 2: C1=NC2=C(N1)C(=S)N=CN2. Cell line: T-47D. Synergy scores: CSS=6.55, Synergy_ZIP=-0.604, Synergy_Bliss=1.26, Synergy_Loewe=-0.800, Synergy_HSA=-0.717. (4) Drug 1: C1CCC(C(C1)N)N.C(=O)(C(=O)[O-])[O-].[Pt+4]. Drug 2: CC1C(C(CC(O1)OC2CC(CC3=C2C(=C4C(=C3O)C(=O)C5=CC=CC=C5C4=O)O)(C(=O)C)O)N)O. Cell line: OVCAR-5. Synergy scores: CSS=39.2, Synergy_ZIP=-10.3, Synergy_Bliss=-11.9, Synergy_Loewe=-8.99, Synergy_HSA=-6.92. (5) Drug 1: C1CCC(CC1)NC(=O)N(CCCl)N=O. Drug 2: CN1C(=O)N2C=NC(=C2N=N1)C(=O)N. Cell line: ACHN. Synergy scores: CSS=11.7, Synergy_ZIP=-2.35, Synergy_Bliss=0.760, Synergy_Loewe=-7.60, Synergy_HSA=-1.04. (6) Drug 1: C1=NC2=C(N1)C(=S)N=C(N2)N. Drug 2: CCC1=C2CN3C(=CC4=C(C3=O)COC(=O)C4(CC)O)C2=NC5=C1C=C(C=C5)O. Cell line: RXF 393. Synergy scores: CSS=22.7, Synergy_ZIP=-10.0, Synergy_Bliss=-4.61, Synergy_Loewe=-5.86, Synergy_HSA=-1.22.